Dataset: Catalyst prediction with 721,799 reactions and 888 catalyst types from USPTO. Task: Predict which catalyst facilitates the given reaction. (1) Reactant: [Cl:1][C:2]1[CH:7]=[CH:6][C:5]([N:8]([C:38](=[O:41])[CH2:39][CH3:40])[C@H:9]2[C:18]3[C:13](=[CH:14][CH:15]=[CH:16][CH:17]=3)[N:12]([C:19]([C:21]3[CH:36]=[CH:35][C:24]([O:25][CH2:26][CH2:27][C:28]([CH3:34])([CH3:33])[C:29]([O:31]C)=[O:30])=[CH:23][CH:22]=3)=[O:20])[C@@H:11]([CH3:37])[CH2:10]2)=[CH:4][CH:3]=1.[OH-].[Na+]. Product: [Cl:1][C:2]1[CH:3]=[CH:4][C:5]([N:8]([C:38](=[O:41])[CH2:39][CH3:40])[C@H:9]2[C:18]3[C:13](=[CH:14][CH:15]=[CH:16][CH:17]=3)[N:12]([C:19]([C:21]3[CH:22]=[CH:23][C:24]([O:25][CH2:26][CH2:27][C:28]([CH3:34])([CH3:33])[C:29]([OH:31])=[O:30])=[CH:35][CH:36]=3)=[O:20])[C@@H:11]([CH3:37])[CH2:10]2)=[CH:6][CH:7]=1. The catalyst class is: 364. (2) Reactant: [C:1]([CH:4]1[CH2:10][C:7]2([CH2:9][CH2:8]2)[CH2:6][N:5]1C(OC(C)(C)C)=O)(=[O:3])[NH2:2].[ClH:18]. Product: [ClH:18].[CH2:8]1[C:7]2([CH2:10][CH:4]([C:1]([NH2:2])=[O:3])[NH:5][CH2:6]2)[CH2:9]1. The catalyst class is: 12. (3) Reactant: [NH2:1][C:2]1[CH:3]=[CH:4][C:5]([C:8]([NH:10][C@@:11]2([C:21]3[CH:26]=[CH:25][C:24]([O:27][C:28]([F:31])([F:30])[F:29])=[C:23]([F:32])[CH:22]=3)[C:16]3=[N:17][CH:18]=[CH:19][CH:20]=[C:15]3[O:14][CH2:13][CH2:12]2)=[O:9])=[N:6][CH:7]=1.[CH3:33][S:34](Cl)(=[O:36])=[O:35].CCN(C(C)C)C(C)C. Product: [F:32][C:23]1[CH:22]=[C:21]([C@:11]2([NH:10][C:8](=[O:9])[C:5]3[CH:4]=[CH:3][C:2]([NH:1][S:34]([CH3:33])(=[O:36])=[O:35])=[CH:7][N:6]=3)[C:16]3=[N:17][CH:18]=[CH:19][CH:20]=[C:15]3[O:14][CH2:13][CH2:12]2)[CH:26]=[CH:25][C:24]=1[O:27][C:28]([F:31])([F:30])[F:29]. The catalyst class is: 797. (4) The catalyst class is: 28. Product: [C:6]([NH:25][C@@H:26]([CH2:29][CH3:30])[C@H:27]([OH:28])[CH3:4])([C:13]1[CH:18]=[CH:17][CH:16]=[CH:15][CH:14]=1)([C:19]1[CH:20]=[CH:21][CH:22]=[CH:23][CH:24]=1)[C:7]1[CH:12]=[CH:11][CH:10]=[CH:9][CH:8]=1. Reactant: S(C)C.[CH3:4][Li].[C:6]([NH:25][C@@H:26]([CH2:29][CH3:30])[CH:27]=[O:28])([C:19]1[CH:24]=[CH:23][CH:22]=[CH:21][CH:20]=1)([C:13]1[CH:18]=[CH:17][CH:16]=[CH:15][CH:14]=1)[C:7]1[CH:12]=[CH:11][CH:10]=[CH:9][CH:8]=1.[NH4+].[Cl-]. (5) Reactant: [F:1][CH:2]([F:38])[O:3][C:4]1[N:9]=[CH:8][C:7]([C@@H:10]([N:19]2[CH:23]=[CH:22][N:21]([CH2:24][CH2:25][CH2:26][C:27]3[CH:36]=[CH:35][C:34]4[CH2:33][CH2:32][CH2:31][NH:30][C:29]=4[N:28]=3)[C:20]2=[O:37])[CH2:11][C:12]([O:14][C:15]([CH3:18])([CH3:17])[CH3:16])=[O:13])=[CH:6][CH:5]=1. Product: [F:38][CH:2]([F:1])[O:3][C:4]1[N:9]=[CH:8][C:7]([C@@H:10]([N:19]2[CH2:23][CH2:22][N:21]([CH2:24][CH2:25][CH2:26][C:27]3[CH:36]=[CH:35][C:34]4[CH2:33][CH2:32][CH2:31][NH:30][C:29]=4[N:28]=3)[C:20]2=[O:37])[CH2:11][C:12]([O:14][C:15]([CH3:18])([CH3:17])[CH3:16])=[O:13])=[CH:6][CH:5]=1. The catalyst class is: 50. (6) The catalyst class is: 1. Reactant: [NH2:1][C:2]1[CH:3]=[C:4]([C:8]([C:11]2[C:16](=[O:17])[CH:15]=[CH:14][N:13]([C:18]3[CH:23]=[CH:22][C:21]([Cl:24])=[CH:20][CH:19]=3)[N:12]=2)([OH:10])[CH3:9])[CH:5]=[CH:6][CH:7]=1.CCN(C(C)C)C(C)C.Cl[C:35]([O:37][CH2:38][CH3:39])=[O:36].[NH4+].[Cl-]. Product: [CH2:38]([O:37][C:35](=[O:36])[NH:1][C:2]1[CH:7]=[CH:6][CH:5]=[C:4]([C:8]([C:11]2[C:16](=[O:17])[CH:15]=[CH:14][N:13]([C:18]3[CH:19]=[CH:20][C:21]([Cl:24])=[CH:22][CH:23]=3)[N:12]=2)([OH:10])[CH3:9])[CH:3]=1)[CH3:39]. (7) Reactant: [H-].[Na+].[CH2:3]([O:5][C:6](=[O:15])[CH2:7][C:8]1[CH:13]=[C:12]([Br:14])[CH:11]=[CH:10][N:9]=1)[CH3:4].Br[CH2:17][CH2:18]Br. Product: [CH2:3]([O:5][C:6]([C:7]1([C:8]2[CH:13]=[C:12]([Br:14])[CH:11]=[CH:10][N:9]=2)[CH2:18][CH2:17]1)=[O:15])[CH3:4]. The catalyst class is: 9. (8) Reactant: CCOC(/N=N/C(OCC)=O)=O.C1C=CC(P(C2C=CC=CC=2)C2C=CC=CC=2)=CC=1.[C:32]([C@@H:40]1[CH2:45][C@H:44]([O:46][Si:47]([C:50]([CH3:53])([CH3:52])[CH3:51])([CH3:49])[CH3:48])[CH2:43][C@H:42]([O:54]S(C)(=O)=O)[C@H:41]1[CH2:59][C:60](=[O:67])[C:61]1[CH:66]=[CH:65][CH:64]=[CH:63][CH:62]=1)(=[O:39])[C:33]1[CH:38]=[CH:37][CH:36]=[CH:35][CH:34]=1.C1CCN2C(=NCCC2)CC1. Product: [C:32]([C@@H:40]1[CH2:45][C@H:44]([O:46][Si:47]([C:50]([CH3:52])([CH3:51])[CH3:53])([CH3:48])[CH3:49])[CH2:43][C@H:42]([OH:54])[C@H:41]1[CH2:59][C:60](=[O:67])[C:61]1[CH:62]=[CH:63][CH:64]=[CH:65][CH:66]=1)(=[O:39])[C:33]1[CH:38]=[CH:37][CH:36]=[CH:35][CH:34]=1. The catalyst class is: 247. (9) Reactant: C(=O)([O-])[O-].[Cs+].[Cs+].[F:7][C:8]1[C:9]([I:15])=[CH:10][C:11](=[O:14])[NH:12][CH:13]=1.Br[CH2:17][CH2:18][C@@:19]([CH3:29])([S:25]([CH3:28])(=[O:27])=[O:26])[C:20]([O:22][CH2:23][CH3:24])=[O:21]. Product: [F:7][C:8]1[C:9]([I:15])=[CH:10][C:11](=[O:14])[N:12]([CH2:17][CH2:18][C@@:19]([CH3:29])([S:25]([CH3:28])(=[O:27])=[O:26])[C:20]([O:22][CH2:23][CH3:24])=[O:21])[CH:13]=1. The catalyst class is: 1.